This data is from Full USPTO retrosynthesis dataset with 1.9M reactions from patents (1976-2016). The task is: Predict the reactants needed to synthesize the given product. Given the product [C:3]1([C:13]2[S:14][CH:15]=[CH:16][CH:17]=2)[CH:8]=[CH:7][CH:6]=[CH:5][CH:4]=1, predict the reactants needed to synthesize it. The reactants are: [OH-].[OH-].[C:3]1([B+2])[CH:8]=[CH:7][CH:6]=[CH:5][CH:4]=1.[F-].[K+].Br[C:13]1[S:14][CH:15]=[CH:16][CH:17]=1.